Task: Regression/Classification. Given a drug SMILES string, predict its absorption, distribution, metabolism, or excretion properties. Task type varies by dataset: regression for continuous measurements (e.g., permeability, clearance, half-life) or binary classification for categorical outcomes (e.g., BBB penetration, CYP inhibition). Dataset: pampa_ncats.. Dataset: PAMPA (Parallel Artificial Membrane Permeability Assay) permeability data from NCATS (1) The compound is CC1=NOC(=N1)[C@@H]2CN(C[C@H]2COC)C(=O)C3=NNC4=CC=CC=C43. The result is 1 (high permeability). (2) The drug is CCO.C1=CC=C2C=C(C=CC2=C1)SC3=CC4=C(C=C3)N=C(N=C4N)N. The result is 1 (high permeability). (3) The compound is CCCN1CC2=C(NC1)N(C(=S)NC2=O)CC3=CC(=C(C=C3)OC)OC. The result is 1 (high permeability). (4) The compound is CC1=C(N(N=N1)C)C2=CC3=C(C4=C(N3[C@@H](C5CCOCC5)C6=CC=CC=C6)C=C(C=C4)C(C)(C)O)N=C2. The result is 1 (high permeability). (5) The drug is COC1=CC=CC(=C1O)CNC2=CC=C(C=C2)S(=O)(=O)NC3=NC=CS3. The result is 1 (high permeability). (6) The compound is C1CC1NC(=O)C2=CC=C(O2)CSCC3=CC=CC=C3Cl. The result is 1 (high permeability).